Dataset: Forward reaction prediction with 1.9M reactions from USPTO patents (1976-2016). Task: Predict the product of the given reaction. (1) Given the reactants [SH:1][C:2]1[CH:3]=[C:4]([C:20]([NH:22][CH3:23])=[O:21])[C:5](=[O:19])[N:6]([C:9]2[CH:14]=[CH:13][CH:12]=[C:11]([C:15]([F:18])([F:17])[F:16])[CH:10]=2)[C:7]=1[CH3:8].Cl[C:25]1[CH:26]=[CH:27][C:28]([C:31]#[N:32])=[N:29][CH:30]=1.N[C@@H]1CCCC[C@H]1N, predict the reaction product. The product is: [C:31]([C:28]1[N:29]=[CH:30][C:25]([S:1][C:2]2[CH:3]=[C:4]([C:20]([NH:22][CH3:23])=[O:21])[C:5](=[O:19])[N:6]([C:9]3[CH:14]=[CH:13][CH:12]=[C:11]([C:15]([F:18])([F:17])[F:16])[CH:10]=3)[C:7]=2[CH3:8])=[CH:26][CH:27]=1)#[N:32]. (2) Given the reactants [CH3:1][CH:2]([CH2:4][CH2:5][CH2:6][C@H:7]([C@@H:9]1[C@:26]2([CH3:27])[C@H:12]([C@H:13]3[C@H:23]([CH2:24][CH2:25]2)[C@:21]2([CH3:22])[CH:16]([CH2:17][CH:18]([O:28][CH2:29][C:30]([O:32]C(C)(C)C)=[O:31])[CH2:19][CH2:20]2)[CH2:15][CH2:14]3)[CH2:11][CH2:10]1)[CH3:8])[CH3:3].C(O)(C(F)(F)F)=O, predict the reaction product. The product is: [CH3:3][CH:2]([CH2:4][CH2:5][CH2:6][C@H:7]([C@@H:9]1[C@:26]2([CH3:27])[C@H:12]([C@H:13]3[C@H:23]([CH2:24][CH2:25]2)[C@:21]2([CH3:22])[CH:16]([CH2:17][CH:18]([O:28][CH2:29][C:30]([OH:32])=[O:31])[CH2:19][CH2:20]2)[CH2:15][CH2:14]3)[CH2:11][CH2:10]1)[CH3:8])[CH3:1]. (3) Given the reactants [CH2:1]([O:3][C:4]([C:6]1[S:10][C:9]([NH:11][C:12]2[CH:17]=[C:16]([CH:18]=[O:19])[CH:15]=[CH:14][C:13]=2[N+:20]([O-])=O)=[N:8][C:7]=1[C:23]1[CH:28]=[CH:27][CH:26]=[C:25]([Cl:29])[CH:24]=1)=[O:5])[CH3:2].[Cl-].[NH4+].O1CCC[CH2:33]1, predict the reaction product. The product is: [CH2:1]([O:3][C:4]([C:6]1[S:10][C:9]([N:11]2[C:12]3[CH:17]=[C:16]([CH:18]=[O:19])[CH:15]=[CH:14][C:13]=3[N:20]=[CH:33]2)=[N:8][C:7]=1[C:23]1[CH:28]=[CH:27][CH:26]=[C:25]([Cl:29])[CH:24]=1)=[O:5])[CH3:2]. (4) The product is: [F:1][C:2]1[CH:7]=[CH:6][C:5]([N:8]2[CH2:13][CH2:12][N:11]([S:14]([C:17]3[CH:22]=[CH:21][CH:20]=[C:19]([C:63]([C:65]([F:68])([F:67])[F:66])=[CH2:64])[CH:18]=3)(=[O:16])=[O:15])[C@H:10]([CH3:32])[CH2:9]2)=[C:4]([C:33]([F:34])([F:36])[F:35])[CH:3]=1. Given the reactants [F:1][C:2]1[CH:7]=[CH:6][C:5]([N:8]2[CH2:13][CH2:12][N:11]([S:14]([C:17]3[CH:22]=[CH:21][CH:20]=[C:19](B4OC(C)(C)C(C)(C)O4)[CH:18]=3)(=[O:16])=[O:15])[C@H:10]([CH3:32])[CH2:9]2)=[C:4]([C:33]([F:36])([F:35])[F:34])[CH:3]=1.C1C=CC(P(C2C=CC=CC=2)C2C=CC=CC=2)=CC=1.C([O-])([O-])=O.[Na+].[Na+].Br[C:63]([C:65]([F:68])([F:67])[F:66])=[CH2:64], predict the reaction product. (5) Given the reactants [CH3:1][O:2][C:3]1[CH:4]=[C:5]2[C:10](=[CH:11][C:12]=1[O:13][CH3:14])[N:9]=[CH:8][CH:7]=[C:6]2[O:15][C:16]1[CH:21]=[CH:20][C:19]([CH3:22])=[CH:18][C:17]=1[C:23](=[O:36])[CH2:24][CH2:25][CH2:26][CH2:27][CH2:28][CH2:29][CH2:30][CH2:31][C:32](OC)=[O:33].[H-].C([Al+]CC(C)C)C(C)C.O, predict the reaction product. The product is: [CH3:1][O:2][C:3]1[CH:4]=[C:5]2[C:10](=[CH:11][C:12]=1[O:13][CH3:14])[N:9]=[CH:8][CH:7]=[C:6]2[O:15][C:16]1[CH:21]=[CH:20][C:19]([CH3:22])=[CH:18][C:17]=1[CH:23]([OH:36])[CH2:24][CH2:25][CH2:26][CH2:27][CH2:28][CH2:29][CH2:30][CH2:31][CH2:32][OH:33]. (6) Given the reactants [S-:1][C:2]#[N:3].[NH4+].[N:5]12[CH2:15][CH2:14][CH2:13][N:12]=[C:11]1[CH2:10][CH2:9][CH2:8][CH2:7][CH2:6]2, predict the reaction product. The product is: [S-:1][C:2]#[N:3].[NH+:5]12[CH2:15][CH2:14][CH2:13][N:12]=[C:11]1[CH2:10][CH2:9][CH2:8][CH2:7][CH2:6]2. (7) Given the reactants [Cl:1][C:2]1[N:7]=[C:6](I)[CH:5]=[C:4]([C:9]2[CH:14]=[CH:13][CH:12]=[CH:11][CH:10]=2)[N:3]=1.[Br:15][C:16]1[CH:17]=[C:18](B(O)O)[CH:19]=[CH:20][CH:21]=1.C([O-])([O-])=O.[K+].[K+], predict the reaction product. The product is: [Br:15][C:16]1[CH:17]=[C:18]([C:6]2[CH:5]=[C:4]([C:9]3[CH:14]=[CH:13][CH:12]=[CH:11][CH:10]=3)[N:3]=[C:2]([Cl:1])[N:7]=2)[CH:19]=[CH:20][CH:21]=1.